From a dataset of Full USPTO retrosynthesis dataset with 1.9M reactions from patents (1976-2016). Predict the reactants needed to synthesize the given product. (1) Given the product [CH:1]1([CH:7]([NH:19][C:20]2[CH:29]=[CH:28][C:23]([C:24]([OH:26])=[O:25])=[CH:22][CH:21]=2)[C:9]2[O:31][C:12]3=[CH:13][N:14]=[CH:15][CH:16]=[C:11]3[C:10]=2[CH3:18])[CH2:6][CH2:5][CH2:4][CH2:3][CH2:2]1, predict the reactants needed to synthesize it. The reactants are: [CH:1]1([C:7]([C:9]2S[C:12]3=[CH:13][N:14]=[CH:15][CH:16]=[C:11]3[C:10]=2[CH3:18])=O)[CH2:6][CH2:5][CH2:4][CH2:3][CH2:2]1.[NH2:19][C:20]1[CH:29]=[CH:28][C:23]([C:24]([O:26]C)=[O:25])=[CH:22][CH:21]=1.C(=O)([O-])[OH:31].[Na+].C([BH3-])#N.[Na+].[OH-].[Na+].Cl. (2) The reactants are: [NH2:1][C:2]1[CH:23]=[CH:22][CH:21]=[CH:20][C:3]=1[O:4][CH:5]([CH2:18][CH3:19])[CH:6]([NH:10][C:11]([O:13][C:14]([CH3:17])([CH3:16])[CH3:15])=[O:12])[C:7](O)=[O:8].Cl.CN(C)CCCN=C=NCC. Given the product [C:14]([O:13][C:11](=[O:12])[NH:10][C@@H:6]1[C:7](=[O:8])[NH:1][C:2]2[CH:23]=[CH:22][CH:21]=[CH:20][C:3]=2[O:4][C@@H:5]1[CH2:18][CH3:19])([CH3:17])([CH3:16])[CH3:15].[C:14]([O:13][C:11](=[O:12])[NH:10][C@H:6]1[C:7](=[O:8])[NH:1][C:2]2[CH:23]=[CH:22][CH:21]=[CH:20][C:3]=2[O:4][C@H:5]1[CH2:18][CH3:19])([CH3:17])([CH3:16])[CH3:15], predict the reactants needed to synthesize it. (3) Given the product [Si:1]([O:8][C@@H:9]1[C@@:26]2([CH3:27])[C:13](=[CH:14][CH2:15][C@@H:16]3[C@@H:25]2[CH2:24][CH2:23][C@@:21]2([CH3:22])[C@H:17]3[CH2:18][CH2:19][C@@H:20]2[CH2:28][OH:46])[CH2:12][C@@H:11]([O:29][Si:30]([C:33]([CH3:36])([CH3:35])[CH3:34])([CH3:31])[CH3:32])[CH2:10]1)([C:4]([CH3:7])([CH3:6])[CH3:5])([CH3:3])[CH3:2], predict the reactants needed to synthesize it. The reactants are: [Si:1]([O:8][C@@H:9]1[C@@:26]2([CH3:27])[C:13](=[CH:14][CH2:15][C@@H:16]3[C@@H:25]2[CH2:24][CH2:23][C@@:21]2([CH3:22])[C@H:17]3[CH2:18][CH2:19][C:20]2=[CH2:28])[CH2:12][C@@H:11]([O:29][Si:30]([C:33]([CH3:36])([CH3:35])[CH3:34])([CH3:32])[CH3:31])[CH2:10]1)([C:4]([CH3:7])([CH3:6])[CH3:5])([CH3:3])[CH3:2].C12BC(CCC1)CCC2.[OH-:46].[Na+].OO. (4) Given the product [C:11]([O:10][C:8]([N:5]1[CH2:4][CH2:3][CH:2]([NH:1][C:16]([O:18][C:19]2[CH:24]=[CH:23][CH:22]=[CH:21][CH:20]=2)=[O:17])[CH2:7][CH2:6]1)=[O:9])([CH3:14])([CH3:13])[CH3:12], predict the reactants needed to synthesize it. The reactants are: [NH2:1][CH:2]1[CH2:7][CH2:6][N:5]([C:8]([O:10][C:11]([CH3:14])([CH3:13])[CH3:12])=[O:9])[CH2:4][CH2:3]1.Cl[C:16]([O:18][C:19]1[CH:24]=[CH:23][CH:22]=[CH:21][CH:20]=1)=[O:17].N1C=CC=CC=1.